From a dataset of Reaction yield outcomes from USPTO patents with 853,638 reactions. Predict the reaction yield, written as a fraction of the theoretical maximum amount of product (1.0 means a 100% yield; for example, 0.34 means a 34% yield). The reactants are [OH:1][C:2]1[CH:7]=[CH:6][C:5]([C:8](=[C:24]2[CH2:29][CH2:28][O:27][CH2:26][CH2:25]2)[C:9]2[CH:14]=[CH:13][C:12](/[CH:15]=[CH:16]/[C:17]([O:19]C(C)(C)C)=[O:18])=[CH:11][CH:10]=2)=[CH:4][CH:3]=1. The catalyst is C(Cl)Cl.C(O)(C(F)(F)F)=O. The product is [OH:1][C:2]1[CH:3]=[CH:4][C:5]([C:8](=[C:24]2[CH2:25][CH2:26][O:27][CH2:28][CH2:29]2)[C:9]2[CH:14]=[CH:13][C:12](/[CH:15]=[CH:16]/[C:17]([OH:19])=[O:18])=[CH:11][CH:10]=2)=[CH:6][CH:7]=1. The yield is 0.330.